This data is from Full USPTO retrosynthesis dataset with 1.9M reactions from patents (1976-2016). The task is: Predict the reactants needed to synthesize the given product. (1) Given the product [F:1][C:2]1[CH:3]=[CH:4][C:5]2[C:6]3[CH2:15][CH2:14][NH:13][CH2:12][CH2:11][C:7]=3[NH:8][C:9]=2[CH:10]=1, predict the reactants needed to synthesize it. The reactants are: [F:1][C:2]1[CH:3]=[CH:4][C:5]2[C:6]3[CH2:15][CH2:14][NH:13][C:12](=O)[CH2:11][C:7]=3[NH:8][C:9]=2[CH:10]=1. (2) Given the product [F:12][C:11]([F:13])([F:14])[O:10][C:6]1[CH:7]=[CH:8][CH:9]=[C:4]([NH2:1])[C:5]=1[NH2:15], predict the reactants needed to synthesize it. The reactants are: [N+:1]([C:4]1[CH:9]=[CH:8][CH:7]=[C:6]([O:10][C:11]([F:14])([F:13])[F:12])[C:5]=1[NH2:15])([O-])=O. (3) The reactants are: [CH:1]1([NH:4][C:5]([C:7]2[CH:8]=[CH:9][C:10]([CH3:30])=[C:11]([C:13]3[CH:18]=[CH:17][C:16]([C:19]([NH:21][NH:22]C(OC(C)(C)C)=O)=[O:20])=[CH:15][CH:14]=3)[CH:12]=2)=[O:6])[CH2:3][CH2:2]1. Given the product [CH:1]1([NH:4][C:5]([C:7]2[CH:12]=[C:11]([C:13]3[CH:18]=[CH:17][C:16]([C:19]([NH:21][NH2:22])=[O:20])=[CH:15][CH:14]=3)[C:10]([CH3:30])=[CH:9][CH:8]=2)=[O:6])[CH2:3][CH2:2]1, predict the reactants needed to synthesize it. (4) Given the product [ClH:1].[NH2:15][CH2:14][CH2:13][CH2:12][N:7]1[C:8](=[O:11])[C:9]2[NH:10][C:2]([Cl:1])=[N:3][C:4]=2[N:5]([CH2:24][CH2:25][CH2:26][CH2:27][CH3:28])[C:6]1=[O:23], predict the reactants needed to synthesize it. The reactants are: [Cl:1][C:2]1[NH:10][C:9]2[C:8](=[O:11])[N:7]([CH2:12][CH2:13][CH2:14][NH:15]C(=O)OC(C)(C)C)[C:6](=[O:23])[N:5]([CH2:24][CH2:25][CH2:26][CH2:27][CH3:28])[C:4]=2[N:3]=1.Cl. (5) Given the product [C:55]([O:54][C:53]([NH:52][C:42]1[CH:43]=[CH:44][C:45]([C:47]2[S:48][CH:49]=[CH:50][CH:51]=2)=[CH:46][C:41]=1[NH:40][C:38]([C:37]1[CH:36]=[CH:35][C:34]([CH2:33][NH:32][C:13]([C@H:12]2[N:8]([C:6]([O:5][C:1]([CH3:2])([CH3:3])[CH3:4])=[O:7])[CH2:9][Si:10]([CH3:17])([CH3:16])[CH2:11]2)=[O:15])=[CH:61][CH:60]=1)=[O:39])=[O:59])([CH3:58])([CH3:56])[CH3:57], predict the reactants needed to synthesize it. The reactants are: [C:1]([O:5][C:6]([N:8]1[C@H:12]([C:13]([OH:15])=O)[CH2:11][Si:10]([CH3:17])([CH3:16])[CH2:9]1)=[O:7])([CH3:4])([CH3:3])[CH3:2].C(Cl)CCl.C1C=CC2N(O)N=NC=2C=1.[NH2:32][CH2:33][C:34]1[CH:61]=[CH:60][C:37]([C:38]([NH:40][C:41]2[CH:46]=[C:45]([C:47]3[S:48][CH:49]=[CH:50][CH:51]=3)[CH:44]=[CH:43][C:42]=2[NH:52][C:53](=[O:59])[O:54][C:55]([CH3:58])([CH3:57])[CH3:56])=[O:39])=[CH:36][CH:35]=1.